This data is from Reaction yield outcomes from USPTO patents with 853,638 reactions. The task is: Predict the reaction yield, written as a fraction of the theoretical maximum amount of product (1.0 means a 100% yield; for example, 0.34 means a 34% yield). (1) The reactants are [Br:1][CH2:2][CH2:3][C:4]1[CH:12]=[CH:11][C:7]([C:8]([OH:10])=[O:9])=[CH:6][CH:5]=1.[CH3:13]COCC.[N+](=C)=[N-]. The catalyst is C1COCC1. The product is [Br:1][CH2:2][CH2:3][C:4]1[CH:12]=[CH:11][C:7]([C:8]([O:10][CH3:13])=[O:9])=[CH:6][CH:5]=1. The yield is 0.990. (2) The reactants are Cl[C:2]1[N:7]=[C:6]([NH:8][CH2:9][CH2:10][N:11]([CH3:13])[CH3:12])[N:5]=[C:4]2[N:14]([C:19]3[C:24]([F:25])=[CH:23][CH:22]=[CH:21][C:20]=3[F:26])[C:15](=[O:18])[NH:16][CH2:17][C:3]=12.O.C(=O)([O-])[O-].[K+].[K+].CC1(C)C(C)(C)OB([C:42]2[CH:50]=[CH:49][C:45]([C:46]([OH:48])=[O:47])=[CH:44][CH:43]=2)O1. The catalyst is O1CCOCC1.C1C=CC([P]([Pd]([P](C2C=CC=CC=2)(C2C=CC=CC=2)C2C=CC=CC=2)([P](C2C=CC=CC=2)(C2C=CC=CC=2)C2C=CC=CC=2)[P](C2C=CC=CC=2)(C2C=CC=CC=2)C2C=CC=CC=2)(C2C=CC=CC=2)C2C=CC=CC=2)=CC=1. The product is [F:26][C:20]1[CH:21]=[CH:22][CH:23]=[C:24]([F:25])[C:19]=1[N:14]1[C:4]2[N:5]=[C:6]([NH:8][CH2:9][CH2:10][N:11]([CH3:13])[CH3:12])[N:7]=[C:2]([C:42]3[CH:50]=[CH:49][C:45]([C:46]([OH:48])=[O:47])=[CH:44][CH:43]=3)[C:3]=2[CH2:17][NH:16][C:15]1=[O:18]. The yield is 0.770. (3) The reactants are [NH2:1][C:2]1[N:10]=[C:9]([O:11][CH3:12])[CH:8]=[C:7]([O:13][CH3:14])[C:3]=1[C:4]([NH2:6])=[O:5].[OH:15][CH2:16][CH2:17][N:18]([CH2:27][CH2:28][OH:29])[C:19]1[CH:26]=[CH:25][C:22]([CH:23]=O)=[CH:21][CH:20]=1.OS([O-])=O.[Na+].CC1C=CC(S(O)(=O)=O)=CC=1. The catalyst is CN(C)C(=O)C. The product is [OH:15][CH2:16][CH2:17][N:18]([CH2:27][CH2:28][OH:29])[C:19]1[CH:26]=[CH:25][C:22]([C:23]2[NH:6][C:4](=[O:5])[C:3]3[C:7]([O:13][CH3:14])=[CH:8][C:9]([O:11][CH3:12])=[N:10][C:2]=3[N:1]=2)=[CH:21][CH:20]=1. The yield is 0.100. (4) The reactants are [C:1]1([C:7]([C:12]2[CH:17]=[CH:16][CH:15]=[CH:14][CH:13]=2)([CH3:11])[C:8]([OH:10])=O)[CH:6]=[CH:5][CH:4]=[CH:3][CH:2]=1.[S:18]1[CH:22]=[CH:21][CH:20]=[C:19]1[CH2:23][NH2:24].C(N(CC)CC)C.CCN=C=NCCCN(C)C. The catalyst is C(Cl)Cl.CN(C1C=CN=CC=1)C. The product is [C:12]1([C:7]([C:1]2[CH:2]=[CH:3][CH:4]=[CH:5][CH:6]=2)([CH3:11])[C:8]([NH:24][CH2:23][C:19]2[S:18][CH:22]=[CH:21][CH:20]=2)=[O:10])[CH:17]=[CH:16][CH:15]=[CH:14][CH:13]=1. The yield is 0.390.